Dataset: Reaction yield outcomes from USPTO patents with 853,638 reactions. Task: Predict the reaction yield, written as a fraction of the theoretical maximum amount of product (1.0 means a 100% yield; for example, 0.34 means a 34% yield). The reactants are [F:1][C:2]([F:18])([F:17])[C:3]1[CH:8]=[CH:7][C:6]([N:9]2[CH2:14][CH2:13][CH2:12][CH:11](NC)[CH2:10]2)=[CH:5][CH:4]=1.[CH2:19]([N:21]([CH2:32][C:33]([OH:35])=O)[S:22]([C:25]1[CH:30]=[CH:29][C:28]([F:31])=[CH:27][CH:26]=1)(=[O:24])=[O:23])[CH3:20].[CH3:36][N:37](C(ON1N=NC2C=CC=NC1=2)=[N+](C)C)C.F[P-](F)(F)(F)(F)F.C(N(CC)C(C)C)(C)C.OS([O-])(=O)=O.[K+]. The catalyst is ClCCl. The product is [CH2:19]([N:21]([S:22]([C:25]1[CH:30]=[CH:29][C:28]([F:31])=[CH:27][CH:26]=1)(=[O:24])=[O:23])[CH2:32][C:33]([NH:37][CH2:36][CH:11]1[CH2:12][CH2:13][CH2:14][N:9]([C:6]2[CH:5]=[CH:4][C:3]([C:2]([F:1])([F:17])[F:18])=[CH:8][CH:7]=2)[CH2:10]1)=[O:35])[CH3:20]. The yield is 0.180.